From a dataset of Reaction yield outcomes from USPTO patents with 853,638 reactions. Predict the reaction yield, written as a fraction of the theoretical maximum amount of product (1.0 means a 100% yield; for example, 0.34 means a 34% yield). (1) The reactants are [CH3:1][O:2][C:3]1[CH:8]=[CH:7][C:6]([CH2:9][NH2:10])=[CH:5][CH:4]=1.Cl[C:12]1[CH:17]=[CH:16][CH:15]=[C:14]([O:18][C:19]2[CH:24]=[CH:23][CH:22]=[CH:21][CH:20]=2)[N:13]=1. The yield is 0.290. The product is [CH3:1][O:2][C:3]1[CH:8]=[CH:7][C:6]([CH2:9][NH:10][C:12]2[CH:17]=[CH:16][CH:15]=[C:14]([O:18][C:19]3[CH:24]=[CH:23][CH:22]=[CH:21][CH:20]=3)[N:13]=2)=[CH:5][CH:4]=1. The catalyst is C(OCC)(=O)C. (2) The reactants are [CH2:1]([O:8][C:9]1[CH:14]=[CH:13][C:12]([C:15](=[O:17])[CH3:16])=[CH:11][CH:10]=1)[CH2:2][CH2:3][CH2:4][CH2:5][CH2:6][CH3:7].[Br-:18].[Br-].[Br-].C1([N+](C)(C)C)C=CC=CC=1.C1([N+](C)(C)C)C=CC=CC=1.C1([N+](C)(C)C)C=CC=CC=1. The catalyst is C1COCC1. The product is [Br:18][CH2:16][C:15]([C:12]1[CH:13]=[CH:14][C:9]([O:8][CH2:1][CH2:2][CH2:3][CH2:4][CH2:5][CH2:6][CH3:7])=[CH:10][CH:11]=1)=[O:17]. The yield is 1.00.